This data is from Full USPTO retrosynthesis dataset with 1.9M reactions from patents (1976-2016). The task is: Predict the reactants needed to synthesize the given product. Given the product [C:15]1([C:12]2[N:8]3[C:9]4[C:4]([CH:5]=[CH:6][C:7]3=[N:14][N:13]=2)=[CH:3][C:2]([SH:38])=[CH:11][CH:10]=4)[CH:20]=[CH:19][CH:18]=[CH:17][CH:16]=1, predict the reactants needed to synthesize it. The reactants are: I[C:2]1[CH:3]=[C:4]2[C:9](=[CH:10][CH:11]=1)[N:8]1[C:12]([C:15]3[CH:20]=[CH:19][CH:18]=[CH:17][CH:16]=3)=[N:13][N:14]=[C:7]1[CH:6]=[CH:5]2.CCN(C(C)C)C(C)C.C(C(CCCC)COC(=O)CC[SH:38])C.C1(P(C2C=CC=CC=2)C2C3OC4C(=CC=CC=4P(C4C=CC=CC=4)C4C=CC=CC=4)C(C)(C)C=3C=CC=2)C=CC=CC=1.